From a dataset of TCR-epitope binding with 47,182 pairs between 192 epitopes and 23,139 TCRs. Binary Classification. Given a T-cell receptor sequence (or CDR3 region) and an epitope sequence, predict whether binding occurs between them. (1) The epitope is RTLNAWVKV. The TCR CDR3 sequence is CASSSGRQDSYEQYF. Result: 0 (the TCR does not bind to the epitope). (2) The epitope is LLFNKVTLA. The TCR CDR3 sequence is CASSQSGSSYNEQFF. Result: 0 (the TCR does not bind to the epitope). (3) The epitope is SLFNTVATLY. The TCR CDR3 sequence is CASGLGTVASTDTQYF. Result: 1 (the TCR binds to the epitope).